Dataset: Experimentally validated miRNA-target interactions with 360,000+ pairs, plus equal number of negative samples. Task: Binary Classification. Given a miRNA mature sequence and a target amino acid sequence, predict their likelihood of interaction. (1) The miRNA is mmu-miR-878-3p with sequence GCAUGACACCACACUGGGUAGA. The protein sequence of the target gene is MTSPSPRIQIISTDSAVASPQRIQIVTDQQTGQKIQIVTAVDASGSSKQQFILTSPDGAGTGKVILASPETSSAKQLIFTTSDNLVPGRIQIVTDSASVERLLGKADVQRPQVVEYCVVCGDKASGRHYGAVSCEGCKGFFKRSVRKNLTYSCRSSQDCIINKHHRNRCQFCRLKKCLEMGMKMESVQSERKPFDVQREKPSNCAASTEKIYIRKDLRSPLIATPTFVADKDGARQTGLLDPGMLVNIQQPLIREDGTVLLAADSKAETSQGALGTLANVVTSLANLSESLNNGDASEMQ.... Result: 0 (no interaction). (2) The miRNA is hsa-miR-4669 with sequence UGUGUCCGGGAAGUGGAGGAGG. The protein sequence of the target gene is MARSPGDRCALLLLVQLLAVVCLDFGNGLHLEVFSPRNEGKPFPKHTHLVRQKRAWITAPVALREGEDLSRKNPIAKIHSDLAEEKGIKITYKYTGKGITEPPFGIFVFDRNTGELNITSILDREETPYFLLTGYALDSRGNNLEKPLELRIKVLDINDNEPVFTQEVFVGSIEELSAAHTLVMKITATDADDPETLNAKVSYRIVSQEPANSHMFYLNKDTGEIYTTSFTLDREEHSSYSLTVEARDGNGQITDKPVQQAQVQIRILDVNDNIPVVENKMYEGTVEENQVNVEVMRIKV.... Result: 0 (no interaction). (3) The miRNA is mmu-miR-21a-5p with sequence UAGCUUAUCAGACUGAUGUUGA. The protein sequence of the target gene is MSNTQAERSIIGMIDMFHKYTGRDGKIEKPSLLTMMKENFPNFLSACDKKGIHYLATVFEKKDKNEDKKIDFSEFLSLLGDIAADYHKQSHGAAPCSGGSQ. Result: 0 (no interaction). (4) The miRNA is hsa-miR-6892-5p with sequence GUAAGGGACCGGAGAGUAGGA. The protein sequence of the target gene is MAAARLCLSLLLLSTCVALLLQPLLGAQGAPLEPVYPGDNATPEQMAQYAADLRRYINMLTRPRYGKRHKEDTLAFSEWGSPHAAVPRELSPLDL. Result: 0 (no interaction).